Dataset: Full USPTO retrosynthesis dataset with 1.9M reactions from patents (1976-2016). Task: Predict the reactants needed to synthesize the given product. Given the product [CH3:1][N:2]1[CH2:3][CH2:4][N:5]([C:8]2[CH:9]=[C:10]([NH:14][C:15]3[CH:20]=[CH:19][N:18]4[N:21]=[CH:22][C:23]([CH:24]=[C:32]5[NH:26][C:27](=[O:28])[NH:29][C:30]5=[O:31])=[C:17]4[N:16]=3)[CH:11]=[CH:12][CH:13]=2)[CH2:6][CH2:7]1, predict the reactants needed to synthesize it. The reactants are: [CH3:1][N:2]1[CH2:7][CH2:6][N:5]([C:8]2[CH:9]=[C:10]([NH:14][C:15]3[CH:20]=[CH:19][N:18]4[N:21]=[CH:22][C:23]([CH:24]=O)=[C:17]4[N:16]=3)[CH:11]=[CH:12][CH:13]=2)[CH2:4][CH2:3]1.[NH:26]1[CH2:32][C:30](=[O:31])[NH:29][C:27]1=[O:28].N1CCCCC1.